Dataset: Catalyst prediction with 721,799 reactions and 888 catalyst types from USPTO. Task: Predict which catalyst facilitates the given reaction. (1) Reactant: [CH2:1]([N:3]([CH:27]1[CH2:35][CH2:34][C:30]2([CH2:33][NH:32][CH2:31]2)[CH2:29][CH2:28]1)[C:4]1[C:19]2[CH2:18][CH:17]=[CH:16][CH2:15][CH2:14][C:13]3[CH:20]=[C:21]([CH3:25])[NH:22][C:23](=[O:24])[C:12]=3[CH2:11][NH:10][C:9](=[O:26])[C:8]=2[CH:7]=[CH:6][CH:5]=1)[CH3:2].C=O.[CH3:38]C(O)=O.[BH-](OC(C)=O)(OC(C)=O)OC(C)=O.[Na+]. Product: [NH4+:3].[OH-:24].[CH2:1]([N:3]([CH:27]1[CH2:35][CH2:34][C:30]2([CH2:31][N:32]([CH3:38])[CH2:33]2)[CH2:29][CH2:28]1)[C:4]1[C:19]2[CH2:18][CH:17]=[CH:16][CH2:15][CH2:14][C:13]3[CH:20]=[C:21]([CH3:25])[NH:22][C:23](=[O:24])[C:12]=3[CH2:11][NH:10][C:9](=[O:26])[C:8]=2[CH:7]=[CH:6][CH:5]=1)[CH3:2]. The catalyst class is: 100. (2) Product: [CH3:1][C:2]1[CH:7]=[CH:6][CH:5]=[C:4]([CH3:8])[C:3]=1[C:9]1[CH:10]=[C:11]([CH:14]=[CH:15][CH:16]=1)[CH2:12][Cl:19]. The catalyst class is: 5. Reactant: [CH3:1][C:2]1[CH:7]=[CH:6][CH:5]=[C:4]([CH3:8])[C:3]=1[C:9]1[CH:10]=[C:11]([CH:14]=[CH:15][CH:16]=1)[CH2:12]O.S(Cl)([Cl:19])=O.O.C(=O)(O)[O-].[Na+]. (3) Reactant: C([O-])([O-])=[O:2].[K+].[K+].[Br:7][C:8]1[CH:16]=[C:15]2[C:11]([C:12]([CH2:17][C:18]#[N:19])=[CH:13][NH:14]2)=[CH:10][CH:9]=1.O.OO. Product: [Br:7][C:8]1[CH:16]=[C:15]2[C:11]([C:12]([CH2:17][C:18]([NH2:19])=[O:2])=[CH:13][NH:14]2)=[CH:10][CH:9]=1. The catalyst class is: 16. (4) Reactant: [F:1][C:2]([F:12])([F:11])[C:3]1[CH:10]=[CH:9][CH:8]=[CH:7][C:4]=1[CH2:5]O.[BrH:13]. Product: [F:1][C:2]([F:12])([F:11])[C:3]1[CH:10]=[CH:9][CH:8]=[CH:7][C:4]=1[CH2:5][Br:13]. The catalyst class is: 6. (5) Reactant: [CH3:1][S:2]([C:5]1[CH:12]=[CH:11][C:8]([CH:9]=O)=[CH:7][CH:6]=1)(=[O:4])=[O:3].[N+:13]([CH3:16])([O-:15])=[O:14].[OH-].[Na+].Cl. Product: [N+:13]([CH:16]=[CH:9][C:8]1[CH:11]=[CH:12][C:5]([S:2]([CH3:1])(=[O:4])=[O:3])=[CH:6][CH:7]=1)([O-:15])=[O:14]. The catalyst class is: 5. (6) The catalyst class is: 6. Product: [C:4]([O:8][C:9]([N:11]([CH2:34][C:35]([O:37][C:38]([CH3:40])([CH3:39])[CH3:41])=[O:36])[C:12]1[CH:17]=[CH:16][CH:15]=[C:14]([CH:18]([S:49]([C:45]2[CH:46]=[CH:47][CH:48]=[C:43]([F:42])[CH:44]=2)(=[O:51])=[O:50])[NH:19][CH2:20][C:21]2[CH:26]=[CH:25][C:24]([C:27]([CH3:33])([CH3:32])[CH2:28][CH2:29][CH2:30][CH3:31])=[CH:23][CH:22]=2)[N:13]=1)=[O:10])([CH3:7])([CH3:5])[CH3:6]. Reactant: C(Cl)Cl.[C:4]([O:8][C:9]([N:11]([CH2:34][C:35]([O:37][C:38]([CH3:41])([CH3:40])[CH3:39])=[O:36])[C:12]1[CH:17]=[CH:16][CH:15]=[C:14]([CH2:18][NH:19][CH2:20][C:21]2[CH:26]=[CH:25][C:24]([C:27]([CH3:33])([CH3:32])[CH2:28][CH2:29][CH2:30][CH3:31])=[CH:23][CH:22]=2)[N:13]=1)=[O:10])([CH3:7])([CH3:6])[CH3:5].[F:42][C:43]1[CH:44]=[C:45]([S:49](Cl)(=[O:51])=[O:50])[CH:46]=[CH:47][CH:48]=1.C(N(CC)CC)C. (7) The catalyst class is: 105. Reactant: C([O:8][C:9](=[O:28])[C@@H:10]([NH:14][C:15](=[O:27])[C@@H:16]([NH:18][C:19]([C:21]1[CH:25]=[C:24]([CH3:26])[O:23][N:22]=1)=[O:20])[CH3:17])[CH2:11][O:12][CH3:13])C1C=CC=CC=1. Product: [CH3:13][O:12][CH2:11][C@H:10]([NH:14][C:15](=[O:27])[C@@H:16]([NH:18][C:19]([C:21]1[CH:25]=[C:24]([CH3:26])[O:23][N:22]=1)=[O:20])[CH3:17])[C:9]([OH:28])=[O:8]. (8) Reactant: Cl[C:2]1[N:7]=[C:6]([C:8]2[N:12]3[CH:13]=[CH:14][CH:15]=[CH:16][C:11]3=[N:10][C:9]=2[C:17]2[CH:18]=[C:19]([CH:31]=[CH:32][CH:33]=2)[C:20]([NH:22][C:23]2[C:28]([F:29])=[CH:27][CH:26]=[CH:25][C:24]=2[F:30])=[O:21])[CH:5]=[CH:4][N:3]=1.[CH3:34][O:35][C:36]1[CH:41]=[C:40]([CH:42]2[CH2:47][CH2:46][N:45]([CH2:48][CH:49]([CH3:51])[CH3:50])[CH2:44][CH2:43]2)[CH:39]=[CH:38][C:37]=1[NH2:52].C1(C)C=CC(S(O)(=O)=O)=CC=1.C[O-].[Na+]. Product: [F:30][C:24]1[CH:25]=[CH:26][CH:27]=[C:28]([F:29])[C:23]=1[NH:22][C:20](=[O:21])[C:19]1[CH:31]=[CH:32][CH:33]=[C:17]([C:9]2[N:10]=[C:11]3[CH:16]=[CH:15][CH:14]=[CH:13][N:12]3[C:8]=2[C:6]2[CH:5]=[CH:4][N:3]=[C:2]([NH:52][C:37]3[CH:38]=[CH:39][C:40]([CH:42]4[CH2:43][CH2:44][N:45]([CH2:48][CH:49]([CH3:51])[CH3:50])[CH2:46][CH2:47]4)=[CH:41][C:36]=3[O:35][CH3:34])[N:7]=2)[CH:18]=1. The catalyst class is: 812. (9) Reactant: [C:1](/[C:3](/[C:27]1[CH:32]=[CH:31][C:30]([O:33][CH3:34])=[C:29]([O:35][CH3:36])[CH:28]=1)=[CH:4]\[C:5]1[S:9][C:8]([N:10]2[CH2:15][CH2:14][CH:13]([O:16][C:17](=[O:26])[CH2:18][N:19]3[CH2:24][CH2:23][CH:22](O)[CH2:21][CH2:20]3)[CH2:12][CH2:11]2)=[CH:7][CH:6]=1)#[N:2].[OH:37][CH2:38]C1CCCNC1. Product: [C:1](/[C:3](/[C:27]1[CH:32]=[CH:31][C:30]([O:33][CH3:34])=[C:29]([O:35][CH3:36])[CH:28]=1)=[CH:4]\[C:5]1[S:9][C:8]([N:10]2[CH2:15][CH2:14][CH:13]([O:16][C:17](=[O:26])[CH2:18][N:19]3[CH2:20][CH2:21][CH2:22][CH:23]([CH2:38][OH:37])[CH2:24]3)[CH2:12][CH2:11]2)=[CH:7][CH:6]=1)#[N:2]. The catalyst class is: 66.